Dataset: Forward reaction prediction with 1.9M reactions from USPTO patents (1976-2016). Task: Predict the product of the given reaction. (1) Given the reactants [C:1]([C:3]1[CH:8]=[CH:7][C:6]([S:9]([CH3:12])(=[O:11])=[O:10])=[CH:5][CH:4]=1)#[CH:2].C(N(CC)CC)C.Br[C:21]1[CH:28]=[C:27]([F:29])[CH:26]=[CH:25][C:22]=1[CH:23]=[O:24], predict the reaction product. The product is: [F:29][C:27]1[CH:28]=[CH:21][C:22]([CH:23]=[O:24])=[C:25]([C:2]#[C:1][C:3]2[CH:4]=[CH:5][C:6]([S:9]([CH3:12])(=[O:10])=[O:11])=[CH:7][CH:8]=2)[CH:26]=1. (2) The product is: [Br:1][C:2]1[CH:3]=[CH:4][C:5]2[C:13](=[O:14])[C:12](=[O:15])[C:11]3[N:10]([CH2:16][C:17]([OH:19])=[O:18])[C:9]([CH3:24])=[C:8]([C:25]([O:27][CH2:28][CH3:29])=[O:26])[C:7]=3[C:6]=2[CH:30]=1. Given the reactants [Br:1][C:2]1[CH:3]=[CH:4][C:5]2[C:13](=[O:14])[C:12](=[O:15])[C:11]3[N:10]([CH2:16][C:17]([O:19]C(C)(C)C)=[O:18])[C:9]([CH3:24])=[C:8]([C:25]([O:27][CH2:28][CH3:29])=[O:26])[C:7]=3[C:6]=2[CH:30]=1.FC(F)(F)C(O)=O, predict the reaction product. (3) Given the reactants [CH3:1][O:2][C:3]1[C:8]2[CH:9]=[CH:10][O:11][C:7]=2[C:6]([CH:12]=O)=[CH:5][CH:4]=1.C(O)(=O)[CH2:15][C:16]([OH:18])=[O:17].N1CCCCC1.Cl, predict the reaction product. The product is: [CH3:1][O:2][C:3]1[C:8]2[CH:9]=[CH:10][O:11][C:7]=2[C:6](/[CH:12]=[CH:15]/[C:16]([OH:18])=[O:17])=[CH:5][CH:4]=1. (4) The product is: [C:26]([C:23]1[CH:24]=[CH:25][C:20]([N:13]2[C@@H:14]3[CH2:19][O:18][CH2:17][CH2:16][C@H:15]3[N:11]([C:8]3[CH:9]=[CH:10][C:5]([C:4]([OH:34])=[O:3])=[C:6]([CH3:33])[CH:7]=3)[C:12]2=[O:32])=[CH:21][C:22]=1[C:28]([F:30])([F:31])[F:29])#[N:27]. Given the reactants C([O:3][C:4](=[O:34])[C:5]1[CH:10]=[CH:9][C:8]([N:11]2[C@@H:15]3[CH2:16][CH2:17][O:18][CH2:19][C@H:14]3[N:13]([C:20]3[CH:25]=[CH:24][C:23]([C:26]#[N:27])=[C:22]([C:28]([F:31])([F:30])[F:29])[CH:21]=3)[C:12]2=[O:32])=[CH:7][C:6]=1[CH3:33])C.O.[OH-].[Li+], predict the reaction product. (5) Given the reactants [CH3:1][N:2]1[CH2:7][CH2:6][C:5](=O)[CH2:4][CH2:3]1.[F:9][C:10]1[CH:11]=[C:12]([CH2:16][CH2:17][NH2:18])[CH:13]=[CH:14][CH:15]=1, predict the reaction product. The product is: [F:9][C:10]1[CH:11]=[C:12]([CH2:16][CH2:17][NH:18][CH:3]2[CH2:4][CH2:5][CH2:6][CH2:7][N:2]2[CH3:1])[CH:13]=[CH:14][CH:15]=1. (6) Given the reactants Br[C:2]1[N:6]([CH2:7][C:8]2[CH:13]=[CH:12][C:11]([O:14][CH3:15])=[CH:10][CH:9]=2)[N:5]=[N:4][N:3]=1.[NH:16]([CH2:18][CH2:19][CH2:20][N:21]([CH3:23])[CH3:22])[NH2:17], predict the reaction product. The product is: [CH3:15][O:14][C:11]1[CH:12]=[CH:13][C:8]([CH2:7][N:6]2[C:2]([N:16]([CH2:18][CH2:19][CH2:20][N:21]([CH3:23])[CH3:22])[NH2:17])=[N:3][N:4]=[N:5]2)=[CH:9][CH:10]=1.